Task: Predict which catalyst facilitates the given reaction.. Dataset: Catalyst prediction with 721,799 reactions and 888 catalyst types from USPTO (1) Reactant: [F:1][C:2]([F:6])([F:5])[CH2:3][OH:4].[H-].[Na+].F[C:10]1[CH:17]=[CH:16][C:15]([CH:18]=[O:19])=[CH:14][C:11]=1[C:12]#[N:13]. Product: [CH:18]([C:15]1[CH:16]=[CH:17][C:10]([O:4][CH2:3][C:2]([F:6])([F:5])[F:1])=[C:11]([CH:14]=1)[C:12]#[N:13])=[O:19]. The catalyst class is: 3. (2) Reactant: Cl[C:2]1[C:11]2[C:6](=[CH:7][C:8]([O:13][CH3:14])=[C:9]([F:12])[CH:10]=2)[C:5]([O:15][CH3:16])=[CH:4][N:3]=1.[F-:17].[Cs+]. Product: [F:17][C:2]1[C:11]2[C:6](=[CH:7][C:8]([O:13][CH3:14])=[C:9]([F:12])[CH:10]=2)[C:5]([O:15][CH3:16])=[CH:4][N:3]=1. The catalyst class is: 58. (3) Reactant: [Br:1][C:2]1[CH:7]=[CH:6][C:5]([C:8]2[NH:12][C:11]([C@@H:13]3[CH2:17][C@@H:16](O)[CH2:15][N:14]3[C:19]([O:21][CH2:22][C:23]3[CH:28]=[CH:27][CH:26]=[CH:25][CH:24]=3)=[O:20])=[N:10][CH:9]=2)=[CH:4][CH:3]=1.COCCN(S(F)(F)[F:39])CCOC.C(=O)(O)[O-].[Na+]. Product: [Br:1][C:2]1[CH:7]=[CH:6][C:5]([C:8]2[NH:12][C:11]([C@@H:13]3[CH2:17][C@H:16]([F:39])[CH2:15][N:14]3[C:19]([O:21][CH2:22][C:23]3[CH:28]=[CH:27][CH:26]=[CH:25][CH:24]=3)=[O:20])=[N:10][CH:9]=2)=[CH:4][CH:3]=1. The catalyst class is: 2. (4) Reactant: [N+:1]([C:4]1[CH:5]=[C:6]2[C:10](=[CH:11][CH:12]=1)[NH:9][CH:8]=[CH:7]2)([O-])=O.C1(C2CCN(C(C3C=C(OC)C(OC)=C(OC)C=3)=O)CC2)C=CC=CC=1. Product: [NH2:1][C:4]1[CH:5]=[C:6]2[C:10](=[CH:11][CH:12]=1)[NH:9][CH:8]=[CH:7]2. The catalyst class is: 8. (5) Reactant: [CH2:1]([N:8]1[CH2:13][CH2:12][N:11]([CH2:14][CH2:15][C:16]2([C:21]([O:23]CC)=[O:22])[CH2:20][CH2:19][CH2:18][CH2:17]2)[CH2:10][CH2:9]1)[C:2]1[CH:7]=[CH:6][CH:5]=[CH:4][CH:3]=1.[OH-].[K+].Cl. Product: [CH2:1]([N:8]1[CH2:9][CH2:10][N:11]([CH2:14][CH2:15][C:16]2([C:21]([OH:23])=[O:22])[CH2:17][CH2:18][CH2:19][CH2:20]2)[CH2:12][CH2:13]1)[C:2]1[CH:7]=[CH:6][CH:5]=[CH:4][CH:3]=1. The catalyst class is: 24.